Dataset: Full USPTO retrosynthesis dataset with 1.9M reactions from patents (1976-2016). Task: Predict the reactants needed to synthesize the given product. (1) The reactants are: [CH3:1][N:2]1[C:7]2[CH:8]=[CH:9][C:10]([N:12]3[CH2:16][C@H:15]([C:17]([NH2:19])=[O:18])[O:14][C:13]3=[O:20])=[CH:11][C:6]=2[O:5][CH2:4][C:3]1=[O:21].[CH3:22]N. Given the product [CH3:22][NH:19][C:17]([C@@H:15]1[O:14][C:13](=[O:20])[N:12]([C:10]2[CH:9]=[CH:8][C:7]3[N:2]([CH3:1])[C:3](=[O:21])[CH2:4][O:5][C:6]=3[CH:11]=2)[CH2:16]1)=[O:18], predict the reactants needed to synthesize it. (2) Given the product [OH:31][C:26]1[CH:27]=[CH:28][CH:29]=[CH:30][C:25]=1[C:16]1[N:15]=[C:14]([N:11]2[CH2:12][CH2:13][C@@H:9]([NH:8][C:33](=[O:34])[O:35][CH2:36][CH:37]([CH3:39])[CH3:38])[CH2:10]2)[C:23]2[C:18](=[CH:19][C:20]([CH3:24])=[CH:21][CH:22]=2)[N:17]=1, predict the reactants needed to synthesize it. The reactants are: C(N(CC)CC)C.[NH2:8][C@@H:9]1[CH2:13][CH2:12][N:11]([C:14]2[C:23]3[C:18](=[CH:19][C:20]([CH3:24])=[CH:21][CH:22]=3)[N:17]=[C:16]([C:25]3[CH:30]=[CH:29][CH:28]=[CH:27][C:26]=3[OH:31])[N:15]=2)[CH2:10]1.Cl[C:33]([O:35][CH2:36][CH:37]([CH3:39])[CH3:38])=[O:34]. (3) Given the product [CH3:1][CH:2]1[CH2:7][N:6]([C:17]([O:16][CH2:9][C:10]2[CH:15]=[CH:14][CH:13]=[CH:12][CH:11]=2)=[O:18])[CH2:5][CH:4]([CH3:8])[N:3]1[C:34]([O:33][C:30]([CH3:32])([CH3:31])[CH3:29])=[O:35], predict the reactants needed to synthesize it. The reactants are: [CH3:1][CH:2]1[CH2:7][NH:6][CH2:5][CH:4]([CH3:8])[NH:3]1.[CH2:9]([O:16][C:17](Cl)=[O:18])[C:10]1[CH:15]=[CH:14][CH:13]=[CH:12][CH:11]=1.C(N(C(C)C)CC)(C)C.[CH3:29][C:30]([O:33][C:34](O[C:34]([O:33][C:30]([CH3:32])([CH3:31])[CH3:29])=[O:35])=[O:35])([CH3:32])[CH3:31].